Task: Predict the reactants needed to synthesize the given product.. Dataset: Full USPTO retrosynthesis dataset with 1.9M reactions from patents (1976-2016) Given the product [Cl:3][C:4]1[CH:5]=[C:6]([C@@H:10]2[C@@H:11]([C:26]3[CH:31]=[CH:30][C:29]([Cl:32])=[CH:28][CH:27]=3)[N:12]([C@@H:17]([CH:23]3[CH2:24][CH2:25]3)[CH2:18][OH:19])[C:13](=[O:16])[CH2:14][CH2:15]2)[CH:7]=[CH:8][CH:9]=1, predict the reactants needed to synthesize it. The reactants are: [BH4-].[Li+].[Cl:3][C:4]1[CH:5]=[C:6]([C@H:10]2[CH2:15][CH2:14][C:13](=[O:16])[N:12]([C@@H:17]([CH:23]3[CH2:25][CH2:24]3)[C:18](OCC)=[O:19])[C@@H:11]2[C:26]2[CH:31]=[CH:30][C:29]([Cl:32])=[CH:28][CH:27]=2)[CH:7]=[CH:8][CH:9]=1.